Dataset: Full USPTO retrosynthesis dataset with 1.9M reactions from patents (1976-2016). Task: Predict the reactants needed to synthesize the given product. (1) Given the product [C:1]([C:3]1[C:8]2[N:9]=[C:10]([C:25]3[CH:29]=[CH:30][CH:31]=[C:32]([O:33][CH3:34])[C:24]=3[CH2:22][CH3:23])[S:11][C:7]=2[CH:6]=[C:5]([O:20][CH3:21])[CH:4]=1)#[N:2], predict the reactants needed to synthesize it. The reactants are: [C:1]([C:3]1[C:8]2[N:9]=[C:10](C3C=CC(OC)=CC=3)[S:11][C:7]=2[CH:6]=[C:5]([O:20][CH3:21])[CH:4]=1)#[N:2].[CH2:22]([C:24]1[C:32]([O:33][CH3:34])=[CH:31][CH:30]=[CH:29][C:25]=1C(Cl)=O)[CH3:23]. (2) The reactants are: [Cl:1][C:2]1[CH:7]=[C:6]2[NH:8][C:9](=[O:41])[C:10]3([CH:15]([C:16]4[CH:21]=[C:20]([Cl:22])[CH:19]=[CH:18][C:17]=4[O:23][C:24]([C:29]([OH:31])=O)([CH2:27][CH3:28])[CH2:25][CH3:26])[CH2:14][C:13](=[O:32])[NH:12][CH:11]3[C:33]3[CH:38]=[C:37]([Cl:39])[CH:36]=[CH:35][C:34]=3[CH3:40])[C:5]2=[CH:4][CH:3]=1.C1N=CN(C(N2C=NC=C2)=O)C=1.[CH3:54][S:55]([NH2:58])(=[O:57])=[O:56].[H-].[Na+].Cl. Given the product [Cl:1][C:2]1[CH:7]=[C:6]2[NH:8][C:9](=[O:41])[C:10]3([CH:15]([C:16]4[CH:21]=[C:20]([Cl:22])[CH:19]=[CH:18][C:17]=4[O:23][C:24]([CH2:27][CH3:28])([C:29]([NH:58][S:55]([CH3:54])(=[O:57])=[O:56])=[O:31])[CH2:25][CH3:26])[CH2:14][C:13](=[O:32])[NH:12][CH:11]3[C:33]3[CH:38]=[C:37]([Cl:39])[CH:36]=[CH:35][C:34]=3[CH3:40])[C:5]2=[CH:4][CH:3]=1, predict the reactants needed to synthesize it.